This data is from Peptide-MHC class I binding affinity with 185,985 pairs from IEDB/IMGT. The task is: Regression. Given a peptide amino acid sequence and an MHC pseudo amino acid sequence, predict their binding affinity value. This is MHC class I binding data. (1) The peptide sequence is TEANAGQFL. The MHC is HLA-A24:03 with pseudo-sequence HLA-A24:03. The binding affinity (normalized) is 0.0847. (2) The peptide sequence is LAIVTTPLV. The MHC is HLA-A29:02 with pseudo-sequence HLA-A29:02. The binding affinity (normalized) is 0.0847. (3) The peptide sequence is YLFFDFLLV. The MHC is HLA-A02:01 with pseudo-sequence HLA-A02:01. The binding affinity (normalized) is 1.00. (4) The peptide sequence is IFRRDQIWF. The MHC is HLA-A02:03 with pseudo-sequence HLA-A02:03. The binding affinity (normalized) is 0.373. (5) The peptide sequence is LLQQSKPASL. The MHC is HLA-B08:01 with pseudo-sequence HLA-B08:01. The binding affinity (normalized) is 0.703. (6) The peptide sequence is QFLKFSLPFPFLYKFLL. The MHC is HLA-B40:02 with pseudo-sequence HLA-B40:02. The binding affinity (normalized) is 0.0173. (7) The peptide sequence is SMMVILPDK. The MHC is HLA-A68:02 with pseudo-sequence HLA-A68:02. The binding affinity (normalized) is 0. (8) The peptide sequence is MLLPTALAF. The MHC is HLA-A32:01 with pseudo-sequence HLA-A32:01. The binding affinity (normalized) is 0.809. (9) The peptide sequence is PIFSDLLKY. The MHC is HLA-A11:01 with pseudo-sequence HLA-A11:01. The binding affinity (normalized) is 0.188. (10) The peptide sequence is CLLPRVVGGK. The MHC is HLA-A11:01 with pseudo-sequence HLA-A11:01. The binding affinity (normalized) is 0.777.